This data is from Reaction yield outcomes from USPTO patents with 853,638 reactions. The task is: Predict the reaction yield, written as a fraction of the theoretical maximum amount of product (1.0 means a 100% yield; for example, 0.34 means a 34% yield). (1) The yield is 0.950. The product is [NH2:1][S:2]([C:5]1[C:6]([Cl:15])=[CH:7][C:8]([F:14])=[C:9]([CH:13]=1)[C:10]([O:12][CH3:16])=[O:11])(=[O:3])=[O:4]. The catalyst is S(=O)(=O)(O)O.CCOC(C)=O. The reactants are [NH2:1][S:2]([C:5]1[C:6]([Cl:15])=[CH:7][C:8]([F:14])=[C:9]([CH:13]=1)[C:10]([OH:12])=[O:11])(=[O:4])=[O:3].[CH3:16]O. (2) The reactants are [Br:1][C:2]1[CH:7]=[CH:6][CH:5]=[CH:4][C:3]=1[OH:8].C(=O)([O-])[O-].[K+].[K+].[CH2:15](Br)[C:16]1[CH:21]=[CH:20][CH:19]=[CH:18][CH:17]=1. The catalyst is CC(C)=O. The product is [CH2:15]([O:8][C:3]1[CH:4]=[CH:5][CH:6]=[CH:7][C:2]=1[Br:1])[C:16]1[CH:21]=[CH:20][CH:19]=[CH:18][CH:17]=1. The yield is 0.400. (3) The reactants are Cl.[CH3:2][O:3][C:4]1[CH:9]=[CH:8][C:7]([NH:10][NH2:11])=[CH:6][CH:5]=1.C(N(CC)CC)C.[CH2:19]([O:26][CH2:27][C:28]1([C:38]#[C:39][C:40]([C:42]2[CH:47]=[CH:46][C:45]([CH3:48])=[CH:44][CH:43]=2)=O)[CH2:37][CH2:36][C:31]2([O:35][CH2:34][CH2:33][O:32]2)[CH2:30][CH2:29]1)[C:20]1[CH:25]=[CH:24][CH:23]=[CH:22][CH:21]=1. The catalyst is C(O)C. The product is [CH2:19]([O:26][CH2:27][C:28]1([C:38]2[CH:39]=[C:40]([C:42]3[CH:43]=[CH:44][C:45]([CH3:48])=[CH:46][CH:47]=3)[N:10]([C:7]3[CH:8]=[CH:9][C:4]([O:3][CH3:2])=[CH:5][CH:6]=3)[N:11]=2)[CH2:29][CH2:30][C:31]2([O:32][CH2:33][CH2:34][O:35]2)[CH2:36][CH2:37]1)[C:20]1[CH:21]=[CH:22][CH:23]=[CH:24][CH:25]=1. The yield is 0.650. (4) The reactants are [C:1]([C:3]1[C:4]([C:20]([F:23])([F:22])[F:21])=[C:5]2[C:9](=[CH:10][CH:11]=1)[N:8]([CH2:12][C:13](=[NH:16])[NH:14][OH:15])[C:7]([CH2:17][CH2:18][CH3:19])=[CH:6]2)#[N:2].Cl.[Cl:25][C:26]1[CH:31]=[CH:30][N:29]=[CH:28][C:27]=1[C:32](Cl)=O.C(N(CC)CC)C. The catalyst is C(#N)C. The product is [Cl:25][C:26]1[CH:31]=[CH:30][N:29]=[CH:28][C:27]=1[C:32]1[O:15][N:14]=[C:13]([CH2:12][N:8]2[C:9]3[C:5](=[C:4]([C:20]([F:22])([F:23])[F:21])[C:3]([C:1]#[N:2])=[CH:11][CH:10]=3)[CH:6]=[C:7]2[CH2:17][CH2:18][CH3:19])[N:16]=1. The yield is 0.110. (5) The reactants are [CH3:1][C:2]1[N:10]([CH:11]([C:13]2[CH:18]=[CH:17][CH:16]=[CH:15][CH:14]=2)[CH3:12])[C:9]2[C:4](=[N:5][CH:6]=[CH:7][CH:8]=2)[C:3]=1[C:19]([OH:21])=O.C[NH3+].F[P-](F)(F)(F)(F)F.N1(OC(N(C)C)=[N+](C)C)C2N=CC=CC=2N=N1.F[P-](F)(F)(F)(F)F.[NH2:55][CH2:56][C:57]1[C:58]([OH:65])=[N:59][C:60]([CH3:64])=[CH:61][C:62]=1[CH3:63].C(N(CC)CC)C. The catalyst is CN(C)C=O.C(OCC)(=O)C. The product is [OH:65][C:58]1[C:57]([CH2:56][NH:55][C:19]([C:3]2[C:4]3=[N:5][CH:6]=[CH:7][CH:8]=[C:9]3[N:10]([CH:11]([C:13]3[CH:18]=[CH:17][CH:16]=[CH:15][CH:14]=3)[CH3:12])[C:2]=2[CH3:1])=[O:21])=[C:62]([CH3:63])[CH:61]=[C:60]([CH3:64])[N:59]=1. The yield is 0.330. (6) The reactants are [CH2:1]([CH:3]([N:6]1[C:14]2[N:13]3[N:15]=[C:16]([CH3:27])[C:17]([C:18]4[C:23]([CH3:24])=[CH:22][C:21]([CH3:25])=[CH:20][C:19]=4[CH3:26])=[C:12]3[N:11]=[C:10]([CH3:28])[C:9]=2[CH2:8][CH2:7]1)[CH2:4][CH3:5])[CH3:2].O. The catalyst is CN1CCCC1=O. The product is [CH2:1]([CH:3]([N:6]1[C:14]2[N:13]3[N:15]=[C:16]([CH3:27])[C:17]([C:18]4[C:23]([CH3:24])=[CH:22][C:21]([CH3:25])=[CH:20][C:19]=4[CH3:26])=[C:12]3[N:11]=[C:10]([CH3:28])[C:9]=2[CH:8]=[CH:7]1)[CH2:4][CH3:5])[CH3:2]. The yield is 0.360. (7) The product is [CH:3]([O:6][C:7]1[CH:8]=[C:9]([CH:23]=[C:24]([CH2:26][O:27][C:28]2[CH:33]=[CH:32][CH:31]=[CH:30][C:29]=2[F:34])[CH:25]=1)[C:10]([NH:12][C:13]1[CH:18]=[CH:17][C:16]([C:19]([OH:21])=[O:20])=[CH:15][N:14]=1)=[O:11])([CH3:5])[CH3:4]. The catalyst is C1COCC1. The yield is 0.980. The reactants are [OH-].[Na+].[CH:3]([O:6][C:7]1[CH:8]=[C:9]([CH:23]=[C:24]([CH2:26][O:27][C:28]2[CH:33]=[CH:32][CH:31]=[CH:30][C:29]=2[F:34])[CH:25]=1)[C:10]([NH:12][C:13]1[CH:18]=[CH:17][C:16]([C:19]([O:21]C)=[O:20])=[CH:15][N:14]=1)=[O:11])([CH3:5])[CH3:4].O.Cl.